From a dataset of Full USPTO retrosynthesis dataset with 1.9M reactions from patents (1976-2016). Predict the reactants needed to synthesize the given product. (1) Given the product [CH2:1]([N:8]1[C:16]2[C:11](=[CH:12][C:13]([C:38]3[CH:39]=[CH:40][C:35]([C:26]4[CH:31]=[CH:30][CH:29]=[CH:28][CH:27]=4)=[CH:36][CH:37]=3)=[CH:14][CH:15]=2)[C:10]2[C:18](=[O:22])[C:19](=[O:21])[O:20][CH2:23][C:9]1=2)[C:2]1[CH:7]=[CH:6][CH:5]=[CH:4][CH:3]=1, predict the reactants needed to synthesize it. The reactants are: [CH2:1]([N:8]1[C:16]2[C:11](=[CH:12][C:13](Br)=[CH:14][CH:15]=2)[C:10]([C:18](=[O:22])[C:19]([OH:21])=[O:20])=[C:9]1[CH2:23]O)[C:2]1[CH:7]=[CH:6][CH:5]=[CH:4][CH:3]=1.[K].[C:26]1([C:35]2[CH:40]=[CH:39][CH:38]=[CH:37][CH:36]=2)[CH:31]=[CH:30][C:29](B(O)O)=[CH:28][CH:27]=1. (2) Given the product [CH3:17][S:18][C:19]1[CH:24]=[CH:23][C:22]([C:2]2[CH:3]=[N:4][CH:5]=[CH:6][C:7]=2[CH:8]([OH:10])[CH3:9])=[CH:21][CH:20]=1, predict the reactants needed to synthesize it. The reactants are: Br[C:2]1[CH:3]=[N:4][CH:5]=[CH:6][C:7]=1[CH:8]([OH:10])[CH3:9].C([O-])([O-])=O.[Na+].[Na+].[CH3:17][S:18][C:19]1[CH:24]=[CH:23][C:22](B(O)O)=[CH:21][CH:20]=1. (3) Given the product [C:11]([O:10][C:8](=[O:9])[CH2:7][O:6][C:5]1[CH:4]=[C:3]([CH:17]=[CH:16][CH:15]=1)[CH2:1][NH:18][CH2:19][C:20]([O:22][C:23]([CH3:26])([CH3:25])[CH3:24])=[O:21])([CH3:14])([CH3:13])[CH3:12], predict the reactants needed to synthesize it. The reactants are: [CH:1]([C:3]1[CH:4]=[C:5]([CH:15]=[CH:16][CH:17]=1)[O:6][CH2:7][C:8]([O:10][C:11]([CH3:14])([CH3:13])[CH3:12])=[O:9])=O.[NH2:18][CH2:19][C:20]([O:22][C:23]([CH3:26])([CH3:25])[CH3:24])=[O:21].C(O[BH-](OC(=O)C)OC(=O)C)(=O)C.[Na+].C(=O)([O-])O.[Na+]. (4) The reactants are: [OH:1][C:2]1[CH:7]=[CH:6][C:5]([C:8]([F:11])([F:10])[F:9])=[CH:4][CH:3]=1.[CH3:12][C:13]([CH3:18])([CH2:16][OH:17])[CH2:14]O.O[C:20]1[CH:25]=[CH:24][C:23]([CH:26]([C:32]#[C:33][CH3:34])[CH2:27][C:28]([O:30]C)=[O:29])=[CH:22][CH:21]=1. Given the product [CH3:18][C:13]([CH3:12])([CH2:14][O:1][C:2]1[CH:7]=[CH:6][C:5]([C:8]([F:9])([F:10])[F:11])=[CH:4][CH:3]=1)[CH2:16][O:17][C:20]1[CH:25]=[CH:24][C:23]([CH:26]([C:32]#[C:33][CH3:34])[CH2:27][C:28]([OH:30])=[O:29])=[CH:22][CH:21]=1, predict the reactants needed to synthesize it. (5) Given the product [CH3:39][C:38]1[CH:37]=[CH:36][CH:35]=[C:34]([CH3:40])[C:33]=1[NH:32][C:30](=[O:31])[C:29]1[CH:28]=[CH:27][C:26]([NH:25][C:12]2[N:13]=[C:14]([C:18]3[CH:23]=[CH:22][CH:21]=[CH:20][CH:19]=3)[C:15]3[CH2:16][CH2:17][N:8]([CH2:1][C:2]4[CH:7]=[CH:6][CH:5]=[CH:4][CH:3]=4)[CH2:9][C:10]=3[N:11]=2)=[CH:42][CH:41]=1, predict the reactants needed to synthesize it. The reactants are: [CH2:1]([N:8]1[CH2:17][CH2:16][C:15]2[C:14]([C:18]3[CH:23]=[CH:22][CH:21]=[CH:20][CH:19]=3)=[N:13][C:12](Cl)=[N:11][C:10]=2[CH2:9]1)[C:2]1[CH:7]=[CH:6][CH:5]=[CH:4][CH:3]=1.[NH2:25][C:26]1[CH:42]=[CH:41][C:29]([C:30]([NH:32][C:33]2[C:38]([CH3:39])=[CH:37][CH:36]=[CH:35][C:34]=2[CH3:40])=[O:31])=[CH:28][CH:27]=1.C(P(C(C)(C)C)C1C=CC=CC=1)(C)(C)C.C(=O)([O-])[O-].[Cs+].[Cs+]. (6) Given the product [NH2:14][CH:3]1[C:4]2[C:9](=[CH:8][CH:7]=[CH:6][CH:5]=2)[CH:10]([F:11])[C:2]1([F:13])[F:1], predict the reactants needed to synthesize it. The reactants are: [F:1][C:2]1([F:13])[CH:10]([F:11])[C:9]2[C:4](=[CH:5][CH:6]=[CH:7][CH:8]=2)[C:3]1=O.[NH3:14].[BH4-].[Na+].Cl.[OH-].[Na+]. (7) The reactants are: [Br:1][C:2]1[CH:7]=[CH:6][CH:5]=[C:4]([CH2:8]Br)[N:3]=1.C1N2CN3CN(C2)C[N:11]1C3.[OH-].[Na+]. Given the product [Br:1][C:2]1[N:3]=[C:4]([CH2:8][NH2:11])[CH:5]=[CH:6][CH:7]=1, predict the reactants needed to synthesize it.